This data is from CYP2D6 inhibition data for predicting drug metabolism from PubChem BioAssay. The task is: Regression/Classification. Given a drug SMILES string, predict its absorption, distribution, metabolism, or excretion properties. Task type varies by dataset: regression for continuous measurements (e.g., permeability, clearance, half-life) or binary classification for categorical outcomes (e.g., BBB penetration, CYP inhibition). Dataset: cyp2d6_veith. (1) The compound is Cc1oc2cc(O)ccc2c(=O)c1-c1cnn(-c2ccccc2)c1. The result is 0 (non-inhibitor). (2) The molecule is CN1CCN(c2ncc3nc(-c4ccc(F)cc4)c(=O)n(C4CC4)c3n2)CC1. The result is 0 (non-inhibitor). (3) The molecule is O=C(Oc1ccc2ccccc2c1Br)N1CCCCCC1. The result is 0 (non-inhibitor). (4) The molecule is O=C1N[C@@]2(CN3CCC2CC3)C(=O)N1CN(Cc1ccccc1)c1ccccc1. The result is 0 (non-inhibitor).